From a dataset of Catalyst prediction with 721,799 reactions and 888 catalyst types from USPTO. Predict which catalyst facilitates the given reaction. (1) Reactant: [C:1]([N:4]1[CH2:9][CH2:8][CH:7]([C:10](OS(C2C=CC(C)=CC=2)(=O)=O)=[C:11]([C:14]2[S:15][C:16]3[CH:22]=[CH:21][CH:20]=[CH:19][C:17]=3[N:18]=2)[C:12]#[N:13])[CH2:6][CH2:5]1)(=O)[CH3:2].[OH2:34].[NH2:35][NH2:36]. Product: [NH2:13][C:12]1[NH:36][N:35]=[C:10]([CH:7]2[CH2:8][CH2:9][N:4]([C:1](=[O:34])[CH3:2])[CH2:5][CH2:6]2)[C:11]=1[C:14]1[S:15][C:16]2[CH:22]=[CH:21][CH:20]=[CH:19][C:17]=2[N:18]=1. The catalyst class is: 5. (2) Reactant: C[Si](C)(C)[C:3]1[S:4][CH:5]=[CH:6][N:7]=1.[Li]CCCC.[O:15]1[C:19]2([CH2:24][CH2:23][C:22](=[O:25])[CH2:21][CH2:20]2)[O:18][CH2:17][CH2:16]1.CCCC[N+](CCCC)(CCCC)CCCC.[F-]. Product: [S:4]1[C:5]([C:22]2([OH:25])[CH2:23][CH2:24][C:19]3([O:18][CH2:17][CH2:16][O:15]3)[CH2:20][CH2:21]2)=[CH:6][N:7]=[CH:3]1. The catalyst class is: 1. (3) Reactant: [CH3:1][O:2][C:3]1[CH:8]=[CH:7][CH:6]=[CH:5][C:4]=1[N:9]=[C:10](Cl)[C:11]([F:14])([F:13])[F:12].[N-:16]=[N+:17]=[N-:18].[Na+].Cl.C(N(CC)CC)C. Product: [CH3:1][O:2][C:3]1[CH:8]=[CH:7][CH:6]=[CH:5][C:4]=1[N:9]1[C:10]([C:11]([F:14])([F:13])[F:12])=[N:18][N:17]=[N:16]1. The catalyst class is: 11. (4) Reactant: [CH2:1]([NH:3][C:4]([NH:6][C:7]1[N:12]=[CH:11][C:10]([C:13]2[C:14]([O:23][CH:24]3[CH2:29][CH2:28][N:27]([C:30]([O:32][C:33]([CH3:36])([CH3:35])[CH3:34])=[O:31])[CH2:26][CH2:25]3)=[N:15][CH:16]=[C:17]([C:19]([NH:21][NH2:22])=[O:20])[CH:18]=2)=[C:9]([C:37]2[S:38][CH:39]=[C:40]([C:42]([F:45])([F:44])[F:43])[N:41]=2)[CH:8]=1)=[O:5])[CH3:2].[CH2:46](C(CC)(CC)C([O-])([O-])[O-])[CH3:47]. Product: [CH2:1]([NH:3][C:4]([NH:6][C:7]1[N:12]=[CH:11][C:10]([C:13]2[C:14]([O:23][CH:24]3[CH2:25][CH2:26][N:27]([C:30]([O:32][C:33]([CH3:36])([CH3:34])[CH3:35])=[O:31])[CH2:28][CH2:29]3)=[N:15][CH:16]=[C:17]([C:19]3[O:20][C:46]([CH3:47])=[N:22][N:21]=3)[CH:18]=2)=[C:9]([C:37]2[S:38][CH:39]=[C:40]([C:42]([F:43])([F:44])[F:45])[N:41]=2)[CH:8]=1)=[O:5])[CH3:2]. The catalyst class is: 13. (5) Reactant: [NH2:1][C@H:2]1[CH2:6][CH2:5][N:4]([C:7]([O:9][C:10]([CH3:13])([CH3:12])[CH3:11])=[O:8])[CH2:3]1.C(N(CC)CC)C.[Br:21][CH2:22][C:23](Br)=[O:24].Cl. Product: [Br:21][CH2:22][C:23]([NH:1][C@H:2]1[CH2:6][CH2:5][N:4]([C:7]([O:9][C:10]([CH3:13])([CH3:12])[CH3:11])=[O:8])[CH2:3]1)=[O:24]. The catalyst class is: 4.